Task: Predict the reaction yield, written as a fraction of the theoretical maximum amount of product (1.0 means a 100% yield; for example, 0.34 means a 34% yield).. Dataset: Reaction yield outcomes from USPTO patents with 853,638 reactions (1) The reactants are [CH3:1][O:2][C:3]1[CH:4]=[C:5]2[C:10](=[CH:11][C:12]=1[O:13][CH3:14])[N:9]=[CH:8][CH:7]=[C:6]2[O:15][C:16]1[C:22]([CH3:23])=[CH:21][C:19]([NH2:20])=[C:18]([CH3:24])[CH:17]=1.Cl[C:26](Cl)([O:28]C(=O)OC(Cl)(Cl)Cl)Cl.[N:37]1([CH2:43][CH2:44][CH:45]([OH:49])[CH2:46][CH2:47][CH3:48])[CH2:42][CH2:41][CH2:40][CH2:39][CH2:38]1.C(=O)(O)[O-].[Na+]. The catalyst is C(Cl)Cl.C(N(CC)CC)C.C1(C)C=CC=CC=1. The product is [CH3:1][O:2][C:3]1[CH:4]=[C:5]2[C:10](=[CH:11][C:12]=1[O:13][CH3:14])[N:9]=[CH:8][CH:7]=[C:6]2[O:15][C:16]1[C:22]([CH3:23])=[CH:21][C:19]([NH:20][C:26](=[O:28])[O:49][CH:45]([CH2:44][CH2:43][N:37]2[CH2:42][CH2:41][CH2:40][CH2:39][CH2:38]2)[CH2:46][CH2:47][CH3:48])=[C:18]([CH3:24])[CH:17]=1. The yield is 0.820. (2) The reactants are [CH3:1][C:2]([CH3:22])([CH3:21])[C:3]([N:5]1[C:13]2[C:8](=[CH:9][C:10]([NH:14][CH:15]3[CH2:20][CH2:19][CH2:18][NH:17][CH2:16]3)=[CH:11][CH:12]=2)[CH:7]=[N:6]1)=[O:4].[CH3:23][S:24][C:25]1[CH:32]=[CH:31][C:28]([CH:29]=O)=[CH:27][CH:26]=1.C(O)(=O)C.C(O[BH-](OC(=O)C)OC(=O)C)(=O)C.[Na+]. The catalyst is ClCCCl. The product is [CH3:1][C:2]([CH3:22])([CH3:21])[C:3]([N:5]1[C:13]2[C:8](=[CH:9][C:10]([NH:14][CH:15]3[CH2:20][CH2:19][CH2:18][N:17]([CH2:29][C:28]4[CH:31]=[CH:32][C:25]([S:24][CH3:23])=[CH:26][CH:27]=4)[CH2:16]3)=[CH:11][CH:12]=2)[CH:7]=[N:6]1)=[O:4]. The yield is 0.690.